The task is: Predict the reaction yield, written as a fraction of the theoretical maximum amount of product (1.0 means a 100% yield; for example, 0.34 means a 34% yield).. This data is from Reaction yield outcomes from USPTO patents with 853,638 reactions. (1) The reactants are [CH3:1][CH:2]([CH3:32])[CH2:3][CH:4]([NH:21][C:22]1[N:27]=[CH:26][C:25]([C:28]([O:30]C)=O)=[CH:24][N:23]=1)[C:5]1[CH:10]=[CH:9][C:8]([C:11]2[CH:16]=[CH:15][C:14]([C:17]([F:20])([F:19])[F:18])=[CH:13][CH:12]=2)=[CH:7][CH:6]=1.[Li+].[OH-].Cl.C(N1C=CN=C1)(N1C=CN=C1)=O.C(N(C(C)C)CC)(C)C.[NH2:57][C:58]1[NH:62][N:61]=[N:60][N:59]=1. The catalyst is O1CCCC1. The product is [CH3:32][CH:2]([CH3:1])[CH2:3][CH:4]([NH:21][C:22]1[N:27]=[CH:26][C:25]([C:28]([NH:57][C:58]2[NH:62][N:61]=[N:60][N:59]=2)=[O:30])=[CH:24][N:23]=1)[C:5]1[CH:6]=[CH:7][C:8]([C:11]2[CH:12]=[CH:13][C:14]([C:17]([F:18])([F:20])[F:19])=[CH:15][CH:16]=2)=[CH:9][CH:10]=1. The yield is 0.0380. (2) The reactants are [CH:1]1([S:4]([C:7]2[CH:12]=[CH:11][C:10]([CH:13]([C:21]3[NH:25][C:24]([C:26]4[S:27][C:28]([CH:31]5[CH2:35][O:34]C(C)(C)[O:32]5)=[CH:29][N:30]=4)=[CH:23][CH:22]=3)[CH2:14][CH:15]3[CH2:20][CH2:19][O:18][CH2:17][CH2:16]3)=[CH:9][CH:8]=2)(=[O:6])=[O:5])[CH2:3][CH2:2]1.Cl. The catalyst is O1CCCC1.C(OCC)(=O)C. The product is [CH:1]1([S:4]([C:7]2[CH:12]=[CH:11][C:10]([CH:13]([C:21]3[NH:25][C:24]([C:26]4[S:27][C:28]([CH:31]([OH:32])[CH2:35][OH:34])=[CH:29][N:30]=4)=[CH:23][CH:22]=3)[CH2:14][CH:15]3[CH2:20][CH2:19][O:18][CH2:17][CH2:16]3)=[CH:9][CH:8]=2)(=[O:5])=[O:6])[CH2:3][CH2:2]1. The yield is 0.640.